Predict the reaction yield, written as a fraction of the theoretical maximum amount of product (1.0 means a 100% yield; for example, 0.34 means a 34% yield). From a dataset of Reaction yield outcomes from USPTO patents with 853,638 reactions. The reactants are I[C:2]1[CH:3]=[C:4]([O:21][C:22]([F:25])([F:24])[F:23])[CH:5]=[C:6]2[C:11]=1[O:10][CH:9]([C:12]([F:15])([F:14])[F:13])C(C(OCC)=O)=[CH:7]2.CB1OB(C)OB(C)O1.C(Cl)Cl.[C:38]([O-])([O-])=O.[Cs+].[Cs+].[CH3:44][CH2:45][O:46][C:47]([CH3:49])=[O:48]. The catalyst is O1CCOCC1.C1C=CC(P(C2C=CC=CC=2)[C-]2C=CC=C2)=CC=1.C1C=CC(P(C2C=CC=CC=2)[C-]2C=CC=C2)=CC=1.Cl[Pd]Cl.[Fe+2]. The product is [CH3:7][C:6]1[CH:5]=[C:4]([O:21][C:22]([F:23])([F:24])[F:25])[CH:3]=[C:2]2[C:11]=1[O:10][CH:9]([C:12]([F:13])([F:14])[F:15])[C:49]([C:47]([O:46][CH2:45][CH3:44])=[O:48])=[CH:38]2. The yield is 0.830.